This data is from CYP3A4 inhibition data for predicting drug metabolism from PubChem BioAssay. The task is: Regression/Classification. Given a drug SMILES string, predict its absorption, distribution, metabolism, or excretion properties. Task type varies by dataset: regression for continuous measurements (e.g., permeability, clearance, half-life) or binary classification for categorical outcomes (e.g., BBB penetration, CYP inhibition). Dataset: cyp3a4_veith. (1) The drug is N[C@@H](CCCP(=O)(O)O)C(=O)O. The result is 0 (non-inhibitor). (2) The drug is Cc1nc(NS(=O)(=O)c2ccc(Br)cc2)c2c3c(sc2n1)CCC3. The result is 1 (inhibitor). (3) The compound is C=CCSc1nc2ccccc2c(=O)n1Cc1ccco1. The result is 0 (non-inhibitor). (4) The result is 1 (inhibitor). The compound is CN(C)c1ccc(-c2nc(Nc3ccncc3)c3ccccc3n2)cc1. (5) The compound is O=c1c(-c2ccc(F)cc2)nc2cnc(N3CCOCC3)nc2n1CCc1ccccc1. The result is 0 (non-inhibitor). (6) The compound is CC(Sc1nc(NCc2ccccc2)nc(N(C)C)n1)C(=O)Nc1ccccc1. The result is 0 (non-inhibitor). (7) The drug is CCOC(=O)c1ccc(NC(=O)CC2NCCNC2=O)cc1. The result is 0 (non-inhibitor).